This data is from Catalyst prediction with 721,799 reactions and 888 catalyst types from USPTO. The task is: Predict which catalyst facilitates the given reaction. (1) Reactant: [N:1]1[CH:6]=[CH:5][C:4]([OH:7])=[CH:3][CH:2]=1.O[CH:9]1[CH2:12][N:11]([C:13]([O:15][C:16]([CH3:19])([CH3:18])[CH3:17])=[O:14])[CH2:10]1.C1C=CC(P(C2C=CC=CC=2)C2C=CC=CC=2)=CC=1.CC(OC(/N=N/C(OC(C)C)=O)=O)C. Product: [N:1]1[CH:6]=[CH:5][C:4]([O:7][CH:9]2[CH2:10][N:11]([C:13]([O:15][C:16]([CH3:19])([CH3:18])[CH3:17])=[O:14])[CH2:12]2)=[CH:3][CH:2]=1. The catalyst class is: 11. (2) Reactant: [Cl:1][C:2]1[CH:7]=[C:6]([Cl:8])[C:5]([O:9][CH3:10])=[CH:4][C:3]=1[NH:11][C:12]1[C:21]2[C:16](=[CH:17][C:18]([O:24][CH2:25][CH2:26][CH2:27][N:28]3[CH2:33][CH2:32][N:31]([CH3:34])[CH2:30][CH2:29]3)=[C:19]([O:22][CH3:23])[CH:20]=2)[N:15]=[CH:14][C:13]=1[C:35]#[N:36]. Product: [CH:5]([O-:9])([CH3:6])[CH3:4].[Cl:1][C:2]1[CH:7]=[C:6]([Cl:8])[C:5]([O:9][CH3:10])=[CH:4][C:3]=1[NH:11][C:12]1[C:21]2[C:16](=[CH:17][C:18]([O:24][CH2:25][CH2:26][CH2:27][N:28]3[CH2:33][CH2:32][N:31]([CH3:34])[CH2:30][CH2:29]3)=[C:19]([O:22][CH3:23])[CH:20]=2)[N:15]=[CH:14][C:13]=1[C:35]#[N:36]. The catalyst class is: 252. (3) Reactant: [CH2:1]([O:3][C:4]([N:6]1[CH:11]([CH2:12][CH3:13])[CH2:10][CH:9]([NH:14]C(OCC2C=CC=CC=2)=O)[C:8]2[C:25]([CH3:29])=[N:26][N:27]([CH3:28])[C:7]1=2)=[O:5])[CH3:2].C([O-])=O.[NH4+]. Product: [CH2:1]([O:3][C:4]([N:6]1[CH:11]([CH2:12][CH3:13])[CH2:10][CH:9]([NH2:14])[C:8]2[C:25]([CH3:29])=[N:26][N:27]([CH3:28])[C:7]1=2)=[O:5])[CH3:2]. The catalyst class is: 43. (4) Reactant: Cl[CH2:2][CH2:3][CH2:4][O:5][C:6]1[N:10]([CH3:11])[N:9]=[C:8]([C:12]([O:14][CH3:15])=[O:13])[CH:7]=1.Cl.[S:17]1[CH:21]=[CH:20][C:19]2[C:22]([N:26]3[CH2:31][CH2:30][NH:29][CH2:28][CH2:27]3)=[CH:23][CH:24]=[CH:25][C:18]1=2.C(=O)([O-])[O-].[K+].[K+].[I-].[Na+]. Product: [S:17]1[CH:21]=[CH:20][C:19]2[C:22]([N:26]3[CH2:31][CH2:30][N:29]([CH2:2][CH2:3][CH2:4][O:5][C:6]4[N:10]([CH3:11])[N:9]=[C:8]([C:12]([O:14][CH3:15])=[O:13])[CH:7]=4)[CH2:28][CH2:27]3)=[CH:23][CH:24]=[CH:25][C:18]1=2. The catalyst class is: 136.